Dataset: Catalyst prediction with 721,799 reactions and 888 catalyst types from USPTO. Task: Predict which catalyst facilitates the given reaction. (1) Reactant: C([O:8][C:9]1[CH:10]=[CH:11][C:12]([C@@H:20]([OH:48])[CH2:21][NH:22][CH2:23][CH2:24][C:25]2[CH:30]=[CH:29][C:28]([NH:31][C:32]([NH:34][CH:35]([C:42]3[CH:47]=[CH:46][CH:45]=[CH:44][CH:43]=3)[C:36]3[CH:41]=[CH:40][CH:39]=[CH:38][CH:37]=3)=[O:33])=[CH:27][CH:26]=2)=[C:13]2[C:18]=1[NH:17][C:16](=[O:19])[CH:15]=[CH:14]2)C1C=CC=CC=1. Product: [C:42]1([CH:35]([C:36]2[CH:37]=[CH:38][CH:39]=[CH:40][CH:41]=2)[NH:34][C:32]([NH:31][C:28]2[CH:29]=[CH:30][C:25]([CH2:24][CH2:23][NH:22][CH2:21][C@H:20]([OH:48])[C:12]3[CH:11]=[CH:10][C:9]([OH:8])=[C:18]4[C:13]=3[CH:14]=[CH:15][C:16](=[O:19])[NH:17]4)=[CH:26][CH:27]=2)=[O:33])[CH:47]=[CH:46][CH:45]=[CH:44][CH:43]=1. The catalyst class is: 45. (2) Reactant: [C:1]([C:3]1[CH:8]=[CH:7][C:6]([N:9]=[C:10]=[O:11])=[CH:5][C:4]=1[O:12][CH3:13])#[N:2].[OH:14][CH2:15][C:16]([C:21]1[CH:26]=[CH:25][CH:24]=[CH:23][CH:22]=1)([C:18](O)=[O:19])[NH2:17].[Na].Cl.C(=O)(O)[O-].[Na+]. Product: [O:11]=[C:10]1[NH:17][C:16]([CH2:18][OH:19])([C:21]2[CH:26]=[CH:25][CH:24]=[CH:23][CH:22]=2)[C:15](=[O:14])[N:9]1[C:6]1[CH:7]=[CH:8][C:3]([C:1]#[N:2])=[C:4]([O:12][CH3:13])[CH:5]=1. The catalyst class is: 38. (3) The catalyst class is: 14. Product: [CH2:23]1[C:24]2[C:29](=[CH:28][CH:27]=[CH:26][CH:25]=2)[CH2:30][CH2:31][N:22]1[CH2:21][C@@H:20]([OH:32])[CH2:19][NH:18][C:13](=[O:15])[CH2:12][O:11][C:9]1[CH:8]=[CH:7][CH:6]=[C:5]2[C:10]=1[N:1]=[CH:2][CH:3]=[CH:4]2. Reactant: [N:1]1[C:10]2[C:5](=[CH:6][CH:7]=[CH:8][C:9]=2[O:11][CH2:12][C:13]([O:15]CC)=O)[CH:4]=[CH:3][CH:2]=1.[NH2:18][CH2:19][C@H:20]([OH:32])[CH2:21][N:22]1[CH2:31][CH2:30][C:29]2[C:24](=[CH:25][CH:26]=[CH:27][CH:28]=2)[CH2:23]1. (4) Reactant: C1(OC([N:10]2[CH2:15][CH2:14][C:13]([CH3:26])([C:16]3[CH:21]=[CH:20][CH:19]=[C:18]([O:22]C(C)C)[CH:17]=3)[CH2:12][CH2:11]2)=O)C=CC=CC=1.Br.C(O)(=O)C. Product: [OH:22][C:18]1[CH:17]=[C:16]([C:13]2([CH3:26])[CH2:14][CH2:15][NH:10][CH2:11][CH2:12]2)[CH:21]=[CH:20][CH:19]=1. The catalyst class is: 6. (5) Reactant: C(O[C:6]([N:8](C)[C@H:9]([C:13]([OH:15])=O)[CH2:10][O:11][CH3:12])=O)(C)(C)C.C([N:19](CC)CC)C.ClC(OCC)=O.[OH-].[NH4+].[Cl-].[NH4+]. Product: [CH3:6][NH:8][C@H:9]([C:13]([NH2:19])=[O:15])[CH2:10][O:11][CH3:12]. The catalyst class is: 7. (6) Reactant: [CH:1]1([C:4]2[C:5]([C:18]3[CH:23]=[CH:22][C:21]([F:24])=[CH:20][CH:19]=3)=[N:6][C:7]([O:15][CH2:16][CH3:17])=[C:8]([CH:14]=2)[C:9](OCC)=[O:10])[CH2:3][CH2:2]1.[H-].[Al+3].[Li+].[H-].[H-].[H-].O.[OH-].[Na+]. Product: [CH:1]1([C:4]2[C:5]([C:18]3[CH:23]=[CH:22][C:21]([F:24])=[CH:20][CH:19]=3)=[N:6][C:7]([O:15][CH2:16][CH3:17])=[C:8]([CH:14]=2)[CH:9]=[O:10])[CH2:3][CH2:2]1. The catalyst class is: 1.